This data is from Full USPTO retrosynthesis dataset with 1.9M reactions from patents (1976-2016). The task is: Predict the reactants needed to synthesize the given product. (1) The reactants are: [C:1]([O:5][C:6]([NH:8][C:9]1[S:10][CH:11]=[C:12]([CH:14]=O)[N:13]=1)=[O:7])([CH3:4])([CH3:3])[CH3:2].[C:16]1([C:22]([C:36]2[CH:41]=[CH:40][CH:39]=[CH:38][CH:37]=2)([C:30]2[CH:35]=[CH:34][CH:33]=[CH:32][CH:31]=2)[N:23]2[CH2:28][CH2:27][C:26](=[O:29])[CH2:25][CH2:24]2)[CH:21]=[CH:20][CH:19]=[CH:18][CH:17]=1.N1CCCC1. Given the product [C:1]([O:5][C:6]([NH:8][C:9]1[S:10][CH:11]=[C:12](/[CH:14]=[C:27]2\[CH2:28][N:23]([C:22]([C:30]3[CH:35]=[CH:34][CH:33]=[CH:32][CH:31]=3)([C:16]3[CH:17]=[CH:18][CH:19]=[CH:20][CH:21]=3)[C:36]3[CH:41]=[CH:40][CH:39]=[CH:38][CH:37]=3)[CH2:24][CH2:25][C:26]\2=[O:29])[N:13]=1)=[O:7])([CH3:2])([CH3:3])[CH3:4], predict the reactants needed to synthesize it. (2) Given the product [CH2:1]([NH:3][C:4](=[O:5])[NH:6][C:7]1[N:8]=[CH:9][C:10]([C:32]2[C:33]([F:42])=[N:34][CH:35]=[C:36]([C:37]([O:39][CH3:40])=[O:38])[CH:41]=2)=[C:11]([C:13]2[S:14][CH:15]=[C:16]([C:18]([F:19])([F:20])[F:21])[N:17]=2)[CH:12]=1)[CH3:2], predict the reactants needed to synthesize it. The reactants are: [CH2:1]([NH:3][C:4]([NH:6][C:7]1[CH:12]=[C:11]([C:13]2[S:14][CH:15]=[C:16]([C:18]([F:21])([F:20])[F:19])[N:17]=2)[C:10](B2OC(C)(C)C(C)(C)O2)=[CH:9][N:8]=1)=[O:5])[CH3:2].Br[C:32]1[C:33]([F:42])=[N:34][CH:35]=[C:36]([CH:41]=1)[C:37]([O:39][CH3:40])=[O:38].C1(P(C2CCCCC2)C2C=CC=CC=2C2C(C(C)C)=CC(C(C)C)=CC=2C(C)C)CCCCC1.C(=O)([O-])[O-].[Na+].[Na+]. (3) Given the product [N:19]1([CH2:25][CH2:26][CH2:27][O:28][C:29]2[CH:30]=[CH:31][C:32]([CH2:33][C:34]3[CH:35]=[C:36]([NH:39][CH:8]=[C:9]4[C:17]5[C:12](=[CH:13][CH:14]=[CH:15][CH:16]=5)[NH:11][C:10]4=[O:18])[NH:37][N:38]=3)=[CH:40][CH:41]=2)[CH2:24][CH2:23][O:22][CH2:21][CH2:20]1, predict the reactants needed to synthesize it. The reactants are: NC1C=CNN=1.O/[CH:8]=[C:9]1\[C:10](=[O:18])[NH:11][C:12]2[C:17]\1=[CH:16][CH:15]=[CH:14][CH:13]=2.[N:19]1([CH2:25][CH2:26][CH2:27][O:28][C:29]2[CH:41]=[CH:40][C:32]([CH2:33][C:34]3[CH:35]=[C:36]([NH2:39])[NH:37][N:38]=3)=[CH:31][CH:30]=2)[CH2:24][CH2:23][O:22][CH2:21][CH2:20]1. (4) Given the product [NH:20]1[C:28]2[C:23](=[C:24]([C:2]3[CH:3]=[C:4]([N+:17]([O-:19])=[O:18])[C:5]4[C:9]([CH:10]=3)=[N:8][N:7]([CH:11]3[CH2:16][CH2:15][CH2:14][CH2:13][O:12]3)[CH:6]=4)[CH:25]=[CH:26][CH:27]=2)[CH:22]=[CH:21]1, predict the reactants needed to synthesize it. The reactants are: Br[C:2]1[CH:3]=[C:4]([N+:17]([O-:19])=[O:18])[C:5]2[C:9]([CH:10]=1)=[N:8][N:7]([CH:11]1[CH2:16][CH2:15][CH2:14][CH2:13][O:12]1)[CH:6]=2.[NH:20]1[C:28]2[C:23](=[C:24](B(O)O)[CH:25]=[CH:26][CH:27]=2)[CH:22]=[CH:21]1.C(=O)([O-])O.[Na+].C(O)(C)C. (5) Given the product [CH3:15][O:14][C:11]1[CH:12]=[C:13]2[C:8](=[CH:9][CH:10]=1)[NH:7][C:6]([C:16]([O:18][CH2:19][CH3:20])=[O:17])=[C:5]2[CH2:4][CH:31]([N+:28]([O-:30])=[O:29])[CH2:32][CH2:33][C:34]([O:36][CH3:37])=[O:35], predict the reactants needed to synthesize it. The reactants are: CN([CH2:4][C:5]1[C:13]2[C:8](=[CH:9][CH:10]=[C:11]([O:14][CH3:15])[CH:12]=2)[NH:7][C:6]=1[C:16]([O:18][CH2:19][CH3:20])=[O:17])C.COS(OC)(=O)=O.[N+:28]([CH2:31][CH2:32][CH2:33][C:34]([O:36][CH3:37])=[O:35])([O-:30])=[O:29].C[O-].[Na+]. (6) Given the product [CH3:1][C:2]1[CH:7]=[CH:6][C:5]([NH:8][C:9]([N:32]2[C:33]3[C:29](=[CH:28][C:27]([O:26][CH3:25])=[C:35]([C:36]([F:38])([F:39])[F:37])[CH:34]=3)[CH2:30][CH2:31]2)=[O:17])=[CH:4][C:3]=1[C:18]1[CH:19]=[N:20][CH:21]=[CH:22][C:23]=1[CH3:24], predict the reactants needed to synthesize it. The reactants are: [CH3:1][C:2]1[CH:7]=[CH:6][C:5]([NH:8][C:9](=[O:17])OC2C=CC=CC=2)=[CH:4][C:3]=1[C:18]1[CH:19]=[N:20][CH:21]=[CH:22][C:23]=1[CH3:24].[CH3:25][O:26][C:27]1[CH:28]=[C:29]2[C:33](=[CH:34][C:35]=1[C:36]([F:39])([F:38])[F:37])[NH:32][CH2:31][CH2:30]2. (7) Given the product [Br:1][C:2]1[CH:3]=[C:4]2[C:10]([C@@H:11]([C:13]3[C:14]([O:21][C:29]([O:28][C:24]([CH3:27])([CH3:26])[CH3:25])=[O:30])=[CH:15][CH:16]=[C:17]([F:20])[C:18]=3[Cl:19])[CH3:12])=[CH:9][N:8]([C:29]([O:28][C:24]([CH3:27])([CH3:26])[CH3:25])=[O:30])[C:5]2=[N:6][CH:7]=1, predict the reactants needed to synthesize it. The reactants are: [Br:1][C:2]1[CH:3]=[C:4]2[C:10]([C@@H:11]([C:13]3[C:18]([Cl:19])=[C:17]([F:20])[CH:16]=[CH:15][C:14]=3[OH:21])[CH3:12])=[CH:9][NH:8][C:5]2=[N:6][CH:7]=1.[H-].[Na+].[C:24]([O:28][C:29](O[C:29]([O:28][C:24]([CH3:27])([CH3:26])[CH3:25])=[O:30])=[O:30])([CH3:27])([CH3:26])[CH3:25].[NH4+].[Cl-]. (8) Given the product [Cl:47][CH2:2][C:3]1[C:8]2[C:9]([O:31][CH3:32])=[N:10][N:11]([C:12]([C:25]3[CH:30]=[CH:29][CH:28]=[CH:27][CH:26]=3)([C:19]3[CH:24]=[CH:23][CH:22]=[CH:21][CH:20]=3)[C:13]3[CH:18]=[CH:17][CH:16]=[CH:15][CH:14]=3)[C:7]=2[CH:6]=[C:5]([NH:33][C:34]([NH:36][C@@H:37]([C:39]2[CH:44]=[CH:43][CH:42]=[CH:41][CH:40]=2)[CH3:38])=[O:35])[N:4]=1, predict the reactants needed to synthesize it. The reactants are: O[CH2:2][C:3]1[C:8]2[C:9]([O:31][CH3:32])=[N:10][N:11]([C:12]([C:25]3[CH:30]=[CH:29][CH:28]=[CH:27][CH:26]=3)([C:19]3[CH:24]=[CH:23][CH:22]=[CH:21][CH:20]=3)[C:13]3[CH:18]=[CH:17][CH:16]=[CH:15][CH:14]=3)[C:7]=2[CH:6]=[C:5]([NH:33][C:34]([NH:36][C@@H:37]([C:39]2[CH:44]=[CH:43][CH:42]=[CH:41][CH:40]=2)[CH3:38])=[O:35])[N:4]=1.S(Cl)([Cl:47])=O. (9) The reactants are: [Cl:1][C:2]1[C:3]([C:16]2[C:24]3[C:19](=[CH:20][CH:21]=[CH:22][CH:23]=3)[N:18]([S:25]([C:28]3[CH:33]=[CH:32][CH:31]=[CH:30][CH:29]=3)(=[O:27])=[O:26])[CH:17]=2)=[N:4][C:5]([NH:8][C@@H:9]2[CH2:14][CH2:13][CH2:12][C@H:11]([NH2:15])[CH2:10]2)=[N:6][CH:7]=1.Cl.[NH2:35][C:36]1[CH:44]=[CH:43][C:39]([C:40](O)=[O:41])=[CH:38][C:37]=1[F:45].CN(C(ON1N=NC2C=CC=CC1=2)=[N+](C)C)C.F[P-](F)(F)(F)(F)F.CCN(C(C)C)C(C)C. Given the product [NH2:35][C:36]1[CH:44]=[CH:43][C:39]([C:40]([NH:15][C@H:11]2[CH2:12][CH2:13][CH2:14][C@@H:9]([NH:8][C:5]3[N:4]=[C:3]([C:16]4[C:24]5[C:19](=[CH:20][CH:21]=[CH:22][CH:23]=5)[N:18]([S:25]([C:28]5[CH:33]=[CH:32][CH:31]=[CH:30][CH:29]=5)(=[O:27])=[O:26])[CH:17]=4)[C:2]([Cl:1])=[CH:7][N:6]=3)[CH2:10]2)=[O:41])=[CH:38][C:37]=1[F:45], predict the reactants needed to synthesize it.